This data is from Full USPTO retrosynthesis dataset with 1.9M reactions from patents (1976-2016). The task is: Predict the reactants needed to synthesize the given product. (1) Given the product [CH3:1][C:2]1[CH:7]=[CH:6][C:5]([CH3:8])=[CH:4][N+:3]=1[O-:17], predict the reactants needed to synthesize it. The reactants are: [CH3:1][C:2]1[CH:7]=[CH:6][C:5]([CH3:8])=[CH:4][N:3]=1.C1C=C(Cl)C=C(C(OO)=[O:17])C=1. (2) The reactants are: CC(OI1(OC(C)=O)(OC(C)=O)OC(=O)C2C=CC=CC1=2)=O.[C:23]([O:27][C:28](=[O:44])[NH:29][CH:30]([CH:33]([C:35]1[O:36][C:37]2[CH:43]=[CH:42][CH:41]=[CH:40][C:38]=2[N:39]=1)[OH:34])[CH2:31][CH3:32])([CH3:26])([CH3:25])[CH3:24]. Given the product [C:23]([O:27][C:28](=[O:44])[NH:29][CH:30]([C:33]([C:35]1[O:36][C:37]2[CH:43]=[CH:42][CH:41]=[CH:40][C:38]=2[N:39]=1)=[O:34])[CH2:31][CH3:32])([CH3:24])([CH3:25])[CH3:26], predict the reactants needed to synthesize it.